Dataset: Full USPTO retrosynthesis dataset with 1.9M reactions from patents (1976-2016). Task: Predict the reactants needed to synthesize the given product. (1) Given the product [CH:1]([N:4]([CH3:13])[C:5]1[CH:6]=[C:17]([CH:10]=[CH:11][N:12]=1)[C:16]([OH:14])=[O:18])([CH3:3])[CH3:2], predict the reactants needed to synthesize it. The reactants are: [CH:1]([N:4]([CH3:13])[C:5]1[CH:6]=C([CH:10]=[CH:11][N:12]=1)C#N)([CH3:3])[CH3:2].[OH-:14].[K+].[CH2:16]([OH:18])[CH3:17]. (2) Given the product [Cl:55][C:53]1[CH:52]=[CH:51][N:50]=[C:49]([C:47]2[CH:46]=[CH:45][N:44]=[C:43]([NH:42][C:10]3[CH:11]=[C:12]4[C:7](=[CH:8][CH:9]=3)[NH:6][C:5]([C:3]([N:2]3[CH2:1][CH2:59][N:58]([CH3:85])[CH2:57][CH2:28]3)=[O:4])=[CH:13]4)[N:48]=2)[CH:54]=1, predict the reactants needed to synthesize it. The reactants are: [CH3:1][N:2]([CH3:28])[C:3]([C:5]1[NH:6][C:7]2[C:12]([CH:13]=1)=[CH:11][CH:10]=[C:9](NC1N=C(C3C=C(Cl)C=CN=3)C=CN=1)[CH:8]=2)=[O:4].CN(C)C(C1NC2C(C=1)=CC([NH:42][C:43]1[N:48]=[C:47]([C:49]3[CH:54]=[C:53]([Cl:55])[CH:52]=[CH:51][N:50]=3)[CH:46]=[CH:45][N:44]=1)=CC=2)=O.[CH3:57][N:58]([CH3:85])[C:59](C1N(C)C2C(C=1)=CC=C(NC1N=C(C3C=C(Cl)C=CN=3)C=CN=1)C=2)=O.ClC1C=CN=C(C2C=CN=C(NC3C=C4C(=CC=3)N(C)C(C(N3CCN(C)CC3)=O)=C4)N=2)C=1.ClC1C=CN=C(C2C=CN=C(NC3C=C4C(=CC=3)NC(C(N3CCOCC3)=O)=C4)N=2)C=1.CN(C1CCOCC1)C(C1NC2C(C=1)=CC(NC1N=C(C3C=C(Cl)C=CN=3)C=CN=1)=CC=2)=O.ClC1C=CN=C(C2C=CN=C(NC3C=C4C(=CC=3)NC(C(N3CCCOCC3)=O)=C4)N=2)C=1. (3) Given the product [Cl:1][C:2]1[N:7]=[C:6]([C:8]2[S:12][C:11]([CH2:13][NH:15][C:16]3[CH:21]=[CH:20][CH:19]=[CH:18][CH:17]=3)=[CH:10][CH:9]=2)[CH:5]=[CH:4][N:3]=1, predict the reactants needed to synthesize it. The reactants are: [Cl:1][C:2]1[N:7]=[C:6]([C:8]2[S:12][C:11]([CH:13]=O)=[CH:10][CH:9]=2)[CH:5]=[CH:4][N:3]=1.[NH2:15][C:16]1[CH:21]=[CH:20][CH:19]=[CH:18][CH:17]=1. (4) Given the product [Cl:16][C:9]1[C:6]([C:7]#[N:8])=[C:5]([NH:3][CH2:1][CH3:2])[C:12]([N+:13]([O-:15])=[O:14])=[CH:11][CH:10]=1, predict the reactants needed to synthesize it. The reactants are: [CH2:1]([NH2:3])[CH3:2].Cl[C:5]1[C:12]([N+:13]([O-:15])=[O:14])=[CH:11][CH:10]=[C:9]([Cl:16])[C:6]=1[C:7]#[N:8]. (5) Given the product [CH2:1]([O:3][C:4](=[O:28])[CH2:5][N:6]([CH2:7][CH2:8][NH:9][S:10]([C:13]1[S:14][C:15]([C:18]2[CH:23]=[CH:22][C:21]([Cl:24])=[CH:20][C:19]=2[N+:25]([O-:27])=[O:26])=[N:16][N:17]=1)(=[O:12])=[O:11])[C:53](=[O:54])[CH2:52][N:47]1[CH:46]=[N:45][C:44]2[C:48]1=[N:49][CH:50]=[N:51][C:43]=2[NH:42][C:40]([O:39][CH2:29][C:30]1[CH:38]=[CH:37][C:36]2[O:35][CH2:34][O:33][C:32]=2[CH:31]=1)=[O:41])[CH3:2], predict the reactants needed to synthesize it. The reactants are: [CH2:1]([O:3][C:4](=[O:28])[CH2:5][NH:6][CH2:7][CH2:8][NH:9][S:10]([C:13]1[S:14][C:15]([C:18]2[CH:23]=[CH:22][C:21]([Cl:24])=[CH:20][C:19]=2[N+:25]([O-:27])=[O:26])=[N:16][N:17]=1)(=[O:12])=[O:11])[CH3:2].[CH2:29]([O:39][C:40]([NH:42][C:43]1[N:51]=[CH:50][N:49]=[C:48]2[C:44]=1[N:45]=[CH:46][N:47]2[CH2:52][C:53](O)=[O:54])=[O:41])[C:30]1[CH:38]=[CH:37][C:36]2[O:35][CH2:34][O:33][C:32]=2[CH:31]=1. (6) Given the product [OH:2][C:3]1[CH:4]=[CH:5][C:6]([C:9]2([C:15]#[N:16])[CH2:14][CH2:13][CH2:12][CH2:11][CH2:10]2)=[CH:7][CH:8]=1, predict the reactants needed to synthesize it. The reactants are: C[O:2][C:3]1[CH:8]=[CH:7][C:6]([C:9]2([C:15]#[N:16])[CH2:14][CH2:13][CH2:12][CH2:11][CH2:10]2)=[CH:5][CH:4]=1.B(Br)(Br)Br.